From a dataset of Forward reaction prediction with 1.9M reactions from USPTO patents (1976-2016). Predict the product of the given reaction. Given the reactants [CH2:1]([O:3][CH2:4][C:5]([NH:7][C:8]1[C:9]2[N:10]([N:27]=[N:28][N:29]=2)[C:11]([CH3:26])=[C:12]([CH3:25])[C:13]=1[NH:14][CH2:15][CH2:16][NH:17][C:18](=[O:24])[O:19][C:20]([CH3:23])([CH3:22])[CH3:21])=O)[CH3:2].Cl.N1C=CC=CC=1, predict the reaction product. The product is: [CH2:1]([O:3][CH2:4][C:5]1[N:14]([CH2:15][CH2:16][NH:17][C:18](=[O:24])[O:19][C:20]([CH3:21])([CH3:22])[CH3:23])[C:13]2[C:12]([CH3:25])=[C:11]([CH3:26])[N:10]3[N:27]=[N:28][N:29]=[C:9]3[C:8]=2[N:7]=1)[CH3:2].